This data is from Forward reaction prediction with 1.9M reactions from USPTO patents (1976-2016). The task is: Predict the product of the given reaction. (1) Given the reactants [F:1][C:2]([F:36])([F:35])[C@@:3]([C:6]1[CH:11]=[CH:10][C:9]([N:12]2[CH2:17][CH2:16][N:15]([S:18]([C:21]3[S:22][CH:23]=[CH:24][CH:25]=3)(=[O:20])=[O:19])[CH2:14][C@@H:13]2[CH2:26][N:27]2[CH2:33][CH:32]3[O:34][CH:29]([CH2:30][CH2:31]3)[CH2:28]2)=[CH:8][CH:7]=1)([OH:5])[CH3:4].FC(F)(F)[C@](C1C=CC(N2CCN(S(C3SC=CC=3)(=O)=O)C[C@H]2CN2CC3OC(CC3)C2)=CC=1)(O)C.FC(F)(F)[C@](C1C=CC(N2CCN(S(C3SC=CC=3)(=O)=O)C[C@@H]2CN2CC3OC(CC3)C2)=CC=1)(O)C.C1N=C(N)C2N=CN([C@@H]3O[C@H](COP(OP(OC[C@H]4O[C@@H](N5C=C(C(N)=O)CC=C5)[C@H](O)[C@@H]4O)(O)=O)(O)=O)[C@@H](O)[C@H]3OP(O)(O)=O)C=2N=1, predict the reaction product. The product is: [F:36][C:2]([F:1])([F:35])[C@@:3]([C:6]1[CH:7]=[CH:8][C:9]([N:12]2[CH2:17][CH2:16][N:15]([S:18]([C:21]3[S:22][CH:23]=[CH:24][CH:25]=3)(=[O:19])=[O:20])[CH2:14][C@H:13]2[CH2:26][N:27]2[CH2:33][CH:32]3[O:34][CH:29]([CH2:30][CH2:31]3)[CH2:28]2)=[CH:10][CH:11]=1)([OH:5])[CH3:4]. (2) Given the reactants Cl.[NH2:2][CH2:3][CH2:4][CH2:5][CH2:6][C:7]([N:9]1[CH2:14][CH2:13][C:12]([CH2:16][N:17]2[C:22](=[O:23])[C:21]3[S:24][CH:25]=[C:26]([C:27]4[CH:32]=[CH:31][C:30]([F:33])=[CH:29][CH:28]=4)[C:20]=3[N:19]=[CH:18]2)([OH:15])[CH2:11][CH2:10]1)=[O:8].Cl.[CH3:35][N:36]([CH3:43])[CH2:37]/[CH:38]=[CH:39]/[C:40](O)=[O:41].CN(C(ON1N=NC2C=CC=NC1=2)=[N+](C)C)C.F[P-](F)(F)(F)(F)F.C(N(CC)CC)C, predict the reaction product. The product is: [CH3:35][N:36]([CH3:43])[CH2:37]/[CH:38]=[CH:39]/[C:40]([NH:2][CH2:3][CH2:4][CH2:5][CH2:6][C:7]([N:9]1[CH2:10][CH2:11][C:12]([CH2:16][N:17]2[C:22](=[O:23])[C:21]3[S:24][CH:25]=[C:26]([C:27]4[CH:28]=[CH:29][C:30]([F:33])=[CH:31][CH:32]=4)[C:20]=3[N:19]=[CH:18]2)([OH:15])[CH2:13][CH2:14]1)=[O:8])=[O:41]. (3) Given the reactants Br[CH2:2][C:3]([C:5]1[O:9][C:8]([C:10]([O:12][CH3:13])=[O:11])=[CH:7][CH:6]=1)=O.[CH3:14][O:15][C:16]1[CH:24]=[CH:23][C:19]([C:20]([NH2:22])=[S:21])=[CH:18][C:17]=1[O:25][CH2:26][CH2:27][CH3:28], predict the reaction product. The product is: [CH3:14][O:15][C:16]1[CH:24]=[CH:23][C:19]([C:20]2[S:21][CH:2]=[C:3]([C:5]3[O:9][C:8]([C:10]([O:12][CH3:13])=[O:11])=[CH:7][CH:6]=3)[N:22]=2)=[CH:18][C:17]=1[O:25][CH2:26][CH2:27][CH3:28]. (4) Given the reactants F[C:2]1[CH:3]=[C:4]([CH:8]=[C:9]([C:11]([F:14])([F:13])[F:12])[CH:10]=1)[C:5]([OH:7])=[O:6].[H-].[Na+].[CH2:17]([OH:22])[CH2:18][CH2:19][CH:20]=[CH2:21].Cl, predict the reaction product. The product is: [CH2:17]([O:22][C:2]1[CH:3]=[C:4]([CH:8]=[C:9]([C:11]([F:14])([F:13])[F:12])[CH:10]=1)[C:5]([OH:7])=[O:6])[CH2:18][CH2:19][CH:20]=[CH2:21]. (5) Given the reactants [C:1]([S:5][C:6]1[C:14]2[C:9](=[CH:10][CH:11]=[C:12]([O:15][CH2:16][C:17]3[CH:22]=[CH:21][C:20]([CH3:23])=[CH:19][N:18]=3)[CH:13]=2)[N:8]([CH3:24])[C:7]=1[CH:25]([CH2:29][C:30]1[CH:35]=[CH:34][CH:33]=[CH:32][CH:31]=1)[CH2:26][C:27]#N)([CH3:4])([CH3:3])[CH3:2].[Li+].[OH-:37].[OH2:38], predict the reaction product. The product is: [C:1]([S:5][C:6]1[C:14]2[C:9](=[CH:10][CH:11]=[C:12]([O:15][CH2:16][C:17]3[CH:22]=[CH:21][C:20]([CH3:23])=[CH:19][N:18]=3)[CH:13]=2)[N:8]([CH3:24])[C:7]=1[CH:25]([CH2:29][C:30]1[CH:35]=[CH:34][CH:33]=[CH:32][CH:31]=1)[CH2:26][C:27]([OH:38])=[O:37])([CH3:3])([CH3:2])[CH3:4]. (6) Given the reactants [CH2:1]([N:3]1[C:7]([CH3:8])=[C:6]([CH:9]([NH2:11])C)[CH:5]=[N:4]1)[CH3:2].[F:12][C:13]([F:31])([F:30])[C:14]([C:17]1[CH:26]=[CH:25][C:24]2[C:19](=[CH:20][CH:21]=[C:22]([C:27](O)=[O:28])[CH:23]=2)[N:18]=1)([CH3:16])[CH3:15].CN(C(ON1N=NC2C=CC=CC1=2)=[N+](C)C)C.F[P-](F)(F)(F)(F)F.C(N(CC)CC)C, predict the reaction product. The product is: [CH2:1]([N:3]1[C:7]([CH3:8])=[C:6]([CH2:9][NH:11][C:27]([C:22]2[CH:23]=[C:24]3[C:19](=[CH:20][CH:21]=2)[N:18]=[C:17]([C:14]([CH3:16])([CH3:15])[C:13]([F:31])([F:30])[F:12])[CH:26]=[CH:25]3)=[O:28])[CH:5]=[N:4]1)[CH3:2]. (7) Given the reactants C(N(C(C)C)CC)(C)C.C([Li])CCC.[CH2:15]([N:22]1[CH2:27][CH2:26][CH:25]([C:28]([O:30][CH2:31][CH3:32])=[O:29])[C:24](=[O:33])[CH2:23]1)[C:16]1[CH:21]=[CH:20][CH:19]=[CH:18][CH:17]=1.CN(P(N(C)C)(N(C)C)=O)C.[CH2:45](Br)[C:46]1[CH:51]=[CH:50][CH:49]=[CH:48][CH:47]=1, predict the reaction product. The product is: [CH2:15]([N:22]1[CH2:27][CH2:26][CH:25]([C:28]([O:30][CH2:31][CH3:32])=[O:29])[C:24](=[O:33])[CH:23]1[CH2:45][C:46]1[CH:51]=[CH:50][CH:49]=[CH:48][CH:47]=1)[C:16]1[CH:17]=[CH:18][CH:19]=[CH:20][CH:21]=1. (8) Given the reactants [Br:1][C:2]1[C:3](=[O:29])[N:4]([C:20]2[CH:21]=[C:22]([CH:26]=[CH:27][CH:28]=2)[C:23]([NH2:25])=[O:24])[C:5]([CH2:18]O)=[CH:6][C:7]=1[O:8][CH2:9][C:10]1[CH:15]=[CH:14][C:13]([F:16])=[CH:12][C:11]=1[F:17].C1(P(C2C=CC=CC=2)C2C=CC=CC=2)C=CC=CC=1.[C:49]1(=[O:59])[NH:53][C:52](=[O:54])[C:51]2=[CH:55][CH:56]=[CH:57][CH:58]=[C:50]12.N(C(OCC)=O)=NC(OCC)=O, predict the reaction product. The product is: [Br:1][C:2]1[C:3](=[O:29])[N:4]([C:20]2[CH:21]=[C:22]([CH:26]=[CH:27][CH:28]=2)[C:23]([NH2:25])=[O:24])[C:5]([CH2:18][N:53]2[C:49](=[O:59])[C:50]3[C:51](=[CH:55][CH:56]=[CH:57][CH:58]=3)[C:52]2=[O:54])=[CH:6][C:7]=1[O:8][CH2:9][C:10]1[CH:15]=[CH:14][C:13]([F:16])=[CH:12][C:11]=1[F:17]. (9) Given the reactants [Br:1][C:2]1[C:10]2[C:9](Cl)=[N:8][CH:7]=[N:6][C:5]=2[NH:4][C:3]=1[C:12]([O:14][CH2:15][CH3:16])=[O:13].[NH:17]1[C:21]2=[N:22][CH:23]=[C:24]([NH2:26])[CH:25]=[C:20]2[CH:19]=[N:18]1, predict the reaction product. The product is: [Br:1][C:2]1[C:10]2[C:9]([NH:26][C:24]3[CH:25]=[C:20]4[CH:19]=[N:18][NH:17][C:21]4=[N:22][CH:23]=3)=[N:8][CH:7]=[N:6][C:5]=2[NH:4][C:3]=1[C:12]([O:14][CH2:15][CH3:16])=[O:13].